Dataset: Catalyst prediction with 721,799 reactions and 888 catalyst types from USPTO. Task: Predict which catalyst facilitates the given reaction. Reactant: [CH3:1][O:2][C:3]1[CH:4]=[C:5]2[C:9](=[CH:10][CH:11]=1)[N:8]([CH2:12][C:13]1[N:18]=[C:17]([C:19](=[N:21]O)[NH2:20])[CH:16]=[CH:15][CH:14]=1)[C:7]([C:23]1[CH:28]=[CH:27][CH:26]=[CH:25][CH:24]=1)=[CH:6]2.[C:29](N1C=CN=C1)(N1C=CN=C1)=[S:30].[OH2:41]. Product: [CH3:1][O:2][C:3]1[CH:4]=[C:5]2[C:9](=[CH:10][CH:11]=1)[N:8]([CH2:12][C:13]1[N:18]=[C:17]([C:19]3[NH:20][C:29](=[O:41])[S:30][N:21]=3)[CH:16]=[CH:15][CH:14]=1)[C:7]([C:23]1[CH:28]=[CH:27][CH:26]=[CH:25][CH:24]=1)=[CH:6]2. The catalyst class is: 7.